This data is from Experimentally validated miRNA-target interactions with 360,000+ pairs, plus equal number of negative samples. The task is: Binary Classification. Given a miRNA mature sequence and a target amino acid sequence, predict their likelihood of interaction. (1) The miRNA is hsa-miR-15a-5p with sequence UAGCAGCACAUAAUGGUUUGUG. The protein sequence of the target gene is MAQHFSLAACDVVGFDLDHTLCRYNLPESAPLIYNSFAQFLVKEKGYDKELLNVTPEDWDFCCKGLALDLEDGNFLKLANNGTVLRASHGTKMMTPEVLAEAYGKKEWKHFLSDTGMACRSGKYYFYDNYFDLPGALLCARVVDYLTKLNNGQKTFDFWKDIVAAIQHNYKMSAFKENCGIYFPEIKRDPGRYLHSCPESVKKWLRQLKNAGKILLLITSSHSDYCRLLCEYILGNDFTDLFDIVITNALKPGFFSHLPSQRPFRTLENDEEQEALPSLDKPGWYSQGNAVHLYELLKKM.... Result: 1 (interaction). (2) The miRNA is hsa-miR-585-3p with sequence UGGGCGUAUCUGUAUGCUA. The protein sequence of the target gene is MLKAVILIGGPQKGTRFRPLSFEVPKPLFPVAGVPMIQHHIEACAQVPGMQEILLIGFYQPDEALTQFLEAAQQEFNLPVRYLQEFTPLGTGGGLYHFRDQILAGAPEAFFVLNADVCSDFPLSAMLDAHRLQRHPFLLLGTTANRTQSLNYGCIVENPQTHEVLHYVEKPSTFISDIINCGIYLFSPEALKPLRDVFQRNQQDGQLEESPGSWPGAGTIRLEQDVFSALAGQGQIYVHLTDGIWSQIKSAGSALYASRLYLGRYQITHPERLARHTAGGPRIRGNVYIHPTAKVAPSAV.... Result: 0 (no interaction). (3) The miRNA is hsa-miR-924 with sequence AGAGUCUUGUGAUGUCUUGC. The protein sequence of the target gene is MPGKLKVKIVAGRHLPVMDRASDLTDAFVEVKFGNTTFKTDVYLKSLNPQWNSEWFKFEVDDEDLQDEPLQITVLDHDTYSANDAIGKVYIDIDPLLYSEAATVISGWFPIYDTIHGIRGEINVVVKVDLFNDLNRFRQSSCGVKFFCTTSIPKCYRAVIIHGFVEELVVNEDPEYQWIDRIRTPRASNEARQRLISLMSGELQRKIGLKVLEMRGNAVVGYLQCFDLEGESGLVVRAIGTACTLDKLSSPAAFLPACNSPSKEMKEIPFNEDPNPNTHSSGPSTPLKNQTYSFSPSKSY.... Result: 0 (no interaction). (4) The miRNA is hsa-miR-627-3p with sequence UCUUUUCUUUGAGACUCACU. The protein sequence of the target gene is MDECGSRIRRRVSLPKRNRPSLGCIFGAPTAAELVPGDEGKEEEEMVAENRRRKTAGVLPVEVQPLLLSDSPECLVLGGGDTNPDLLRHMPTDRGVGDQPNDSEVDMFGDYDSFTENSFIAQVDDLEQKYMQLPEHKKHATDFATENLCSESIKNKLSITTIGNLTELQTDKHTENQSGYEGVTIEPGADLLYDVPSSQAIYFENLQNSSNDLGDHSMKERDWKSSSHNTVNEELPHNCIEQPQQNDESSSKVRTSSDMNRRKSIKDHLKNAMTGNAKAQTPIFSRSKQLKDTLLSEEIN.... Result: 0 (no interaction). (5) The miRNA is cel-miR-256 with sequence UGGAAUGCAUAGAAGACUGUA. The protein sequence of the target gene is MAQSRDTGNPFPDSGELDNPFQDPAVIQHRPSQQYATLDVYNPFENREPPPAYEPPAPAPAPLPPPSAPSVQSSRKLSPTEPRNYGSYSTQASAAAATAELLKKQEELNRKAEELDRRERELQHVALGGAGTRQNNWPPLPSFCPVKPCFFQDISMEIPQEFQKTVSTMYYLWMCSTLALLLNFFACLARFCVDTGSGSGFGLSMLWLLLFTPCSFVCWYRPMYKAFRSDSSFNFFVFFFIFFVQDVFFVLQAIGIPGWGFSGWVTALVVVGSKPAVAVLMLLVALLFTGIAVLGIVMLK.... Result: 0 (no interaction). (6) The miRNA is hsa-miR-221-3p with sequence AGCUACAUUGUCUGCUGGGUUUC. The protein sequence of the target gene is MSYAEKPDEITKDEWMEKLNNLHVQRADMNRLIMNYLVTEGFKEAAEKFRMESGIEPSVDLETLDERIKIREMILKGQIQEAIALINSLHPELLDTNRYLYFHLQQQHLIELIRQRETEAALEFAQTQLAEQGEESRECLTEMERTLALLAFDSPEESPFGDLLHTMQRQKVWSEVNQAVLDYENRESTPKLAKLLKLLLWAQNELDQKKVKYPKMTDLSKGVIEEPK. Result: 1 (interaction).